The task is: Regression/Classification. Given a drug SMILES string, predict its absorption, distribution, metabolism, or excretion properties. Task type varies by dataset: regression for continuous measurements (e.g., permeability, clearance, half-life) or binary classification for categorical outcomes (e.g., BBB penetration, CYP inhibition). Dataset: cyp3a4_veith.. This data is from CYP3A4 inhibition data for predicting drug metabolism from PubChem BioAssay. (1) The compound is COc1ccc(-c2nc3cnc(Nc4ccccc4)nc3n(CCC#N)c2=O)cc1. The result is 0 (non-inhibitor). (2) The molecule is CC(=O)Nc1c(C)cc(OCC(=O)O)cc1C. The result is 0 (non-inhibitor). (3) The compound is C[C@H](NC(=O)c1ccc(Cl)c(Cl)c1)c1ccc(-c2ccccc2)cc1. The result is 0 (non-inhibitor). (4) The molecule is CCOc1ccc(/C=N/Nc2nc(N3CCCC3)nc(N3CCCC3)n2)cc1OC. The result is 1 (inhibitor). (5) The molecule is O=C(CCN1CCCCC1)c1csc2ccccc12. The result is 0 (non-inhibitor). (6) The molecule is Cc1nonc1NC(=O)N1CCCC1. The result is 0 (non-inhibitor).